Dataset: Forward reaction prediction with 1.9M reactions from USPTO patents (1976-2016). Task: Predict the product of the given reaction. Given the reactants [I-].[CH3:2][O:3][CH2:4][CH2:5][N:6]([CH2:34][CH2:35][O:36][CH3:37])[C:7]1[CH:8]=[CH:9][C:10]2[C:19]([CH:20]=1)=[S+:18][C:17]1[C:12](=[CH:13][CH:14]=[C:15]([N:21]3[CH2:26][CH2:25][N:24](C(OC(C)(C)C)=O)[CH2:23][CH2:22]3)[CH:16]=1)[N:11]=2.[F:38][C:39]([F:44])([F:43])[C:40]([OH:42])=[O:41], predict the reaction product. The product is: [CH3:2][O:3][CH2:4][CH2:5][N:6]([CH2:34][CH2:35][O:36][CH3:37])[C:7]1[CH:8]=[CH:9][C:10]2[C:19]([CH:20]=1)=[S+:18][C:17]1[C:12](=[CH:13][CH:14]=[C:15]([N:21]3[CH2:26][CH2:25][NH:24][CH2:23][CH2:22]3)[CH:16]=1)[N:11]=2.[F:38][C:39]([F:44])([F:43])[C:40]([O-:42])=[O:41].